This data is from Peptide-MHC class II binding affinity with 134,281 pairs from IEDB. The task is: Regression. Given a peptide amino acid sequence and an MHC pseudo amino acid sequence, predict their binding affinity value. This is MHC class II binding data. (1) The peptide sequence is APGDSPNTDGIHIGD. The binding affinity (normalized) is 0. The MHC is DRB1_1201 with pseudo-sequence DRB1_1201. (2) The peptide sequence is DITVKNCVLKKSTNG. The MHC is HLA-DPA10103-DPB10301 with pseudo-sequence HLA-DPA10103-DPB10301. The binding affinity (normalized) is 0. (3) The peptide sequence is GELQIKDKIDAAFKI. The MHC is DRB1_0802 with pseudo-sequence DRB1_0802. The binding affinity (normalized) is 0.468. (4) The peptide sequence is LPQILAECARRRLRT. The MHC is DRB3_0101 with pseudo-sequence DRB3_0101. The binding affinity (normalized) is 0.567. (5) The peptide sequence is LECFVRSTPASFEKK. The MHC is DRB1_1501 with pseudo-sequence DRB1_1501. The binding affinity (normalized) is 0.400. (6) The peptide sequence is YFHRRDLRLMANAICSAV. The MHC is DRB5_0101 with pseudo-sequence DRB5_0101. The binding affinity (normalized) is 0.405. (7) The peptide sequence is VEDNLVKLKNVLNVY. The MHC is DRB1_0101 with pseudo-sequence DRB1_0101. The binding affinity (normalized) is 0.490. (8) The peptide sequence is AGSLQGQWRGAAGTA. The MHC is DRB1_1501 with pseudo-sequence DRB1_1501. The binding affinity (normalized) is 0.323. (9) The peptide sequence is SHLVRSWVTAGEIHA. The MHC is HLA-DQA10201-DQB10303 with pseudo-sequence HLA-DQA10201-DQB10303. The binding affinity (normalized) is 0.420. (10) The peptide sequence is EYKSDYVYEPFPKEV. The MHC is HLA-DQA10104-DQB10503 with pseudo-sequence HLA-DQA10104-DQB10503. The binding affinity (normalized) is 0.129.